This data is from Peptide-MHC class II binding affinity with 134,281 pairs from IEDB. The task is: Regression. Given a peptide amino acid sequence and an MHC pseudo amino acid sequence, predict their binding affinity value. This is MHC class II binding data. (1) The peptide sequence is SNDLAKYKANWIEIM. The MHC is HLA-DPA10201-DPB11401 with pseudo-sequence HLA-DPA10201-DPB11401. The binding affinity (normalized) is 0.115. (2) The MHC is DRB1_0802 with pseudo-sequence DRB1_0802. The peptide sequence is TPAETTVRLRAYMNTPGLPV. The binding affinity (normalized) is 0.380. (3) The binding affinity (normalized) is 0.112. The peptide sequence is TVLKQLVKSGVLAMS. The MHC is HLA-DQA10401-DQB10402 with pseudo-sequence HLA-DQA10401-DQB10402. (4) The peptide sequence is RWLLIEILKASKSML. The MHC is H-2-IAb with pseudo-sequence H-2-IAb. The binding affinity (normalized) is 0.264.